Dataset: Forward reaction prediction with 1.9M reactions from USPTO patents (1976-2016). Task: Predict the product of the given reaction. (1) The product is: [C:6]([O:14][C@@H:15]1[CH2:16][CH2:17][O:18][C@H:19]([CH2:22][O:23][CH2:24][C:25]2[CH:30]=[CH:29][CH:28]=[CH:27][CH:26]=2)[C@@H:20]1[Cl:4])(=[O:13])[C:7]1[CH:12]=[CH:11][CH:10]=[CH:9][CH:8]=1. Given the reactants S(Cl)([Cl:4])(=O)=O.[C:6]([O:14][C@H:15]1[C@H:20](O)[C@@H:19]([CH2:22][O:23][CH2:24][C:25]2[CH:30]=[CH:29][CH:28]=[CH:27][CH:26]=2)[O:18][CH2:17][CH2:16]1)(=[O:13])[C:7]1[CH:12]=[CH:11][CH:10]=[CH:9][CH:8]=1.O, predict the reaction product. (2) Given the reactants [Cl:1][C:2]1[CH:7]=[C:6]([Cl:8])[CH:5]=[CH:4][C:3]=1[CH:9]1[CH:18]([C:19]([NH:21][O:22][CH2:23][C:24]2[CH:25]=[C:26]([CH:30]=[CH:31][CH:32]=2)[C:27](O)=[O:28])=[O:20])[C:17]2[C:12](=[CH:13][CH:14]=[CH:15][CH:16]=2)[C:11](=[O:33])[N:10]1[CH:34]1[CH2:39][CH2:38][CH2:37][CH2:36][CH:35]1[NH:40][S:41]([CH3:44])(=[O:43])=[O:42].C1N=CN(C(N2C=NC=C2)=O)C=1.[CH3:57][S:58]([NH2:61])(=[O:60])=[O:59].C1CCN2C(=NCCC2)CC1, predict the reaction product. The product is: [Cl:1][C:2]1[CH:7]=[C:6]([Cl:8])[CH:5]=[CH:4][C:3]=1[CH:9]1[CH:18]([C:19]([NH:21][O:22][CH2:23][C:24]2[CH:32]=[CH:31][CH:30]=[C:26]([C:27](=[O:28])[NH:61][S:58]([CH3:57])(=[O:60])=[O:59])[CH:25]=2)=[O:20])[C:17]2[C:12](=[CH:13][CH:14]=[CH:15][CH:16]=2)[C:11](=[O:33])[N:10]1[CH:34]1[CH2:39][CH2:38][CH2:37][CH2:36][CH:35]1[NH:40][S:41]([CH3:44])(=[O:43])=[O:42].